Dataset: Peptide-MHC class II binding affinity with 134,281 pairs from IEDB. Task: Regression. Given a peptide amino acid sequence and an MHC pseudo amino acid sequence, predict their binding affinity value. This is MHC class II binding data. (1) The MHC is HLA-DQA10101-DQB10501 with pseudo-sequence HLA-DQA10101-DQB10501. The binding affinity (normalized) is 0.172. The peptide sequence is TLWQRPVVTIKIGGQLKEAL. (2) The peptide sequence is AIQQVRSLIGNEEFLDY. The MHC is DRB1_0802 with pseudo-sequence DRB1_0802. The binding affinity (normalized) is 0.818. (3) The peptide sequence is FEIKCTKPEACSGEPVVVHI. The MHC is DRB1_0701 with pseudo-sequence DRB1_0701. The binding affinity (normalized) is 0.321. (4) The peptide sequence is KTLGVNMVRRGVRSL. The MHC is DRB1_1301 with pseudo-sequence DRB1_1301. The binding affinity (normalized) is 0.851.